From a dataset of Full USPTO retrosynthesis dataset with 1.9M reactions from patents (1976-2016). Predict the reactants needed to synthesize the given product. (1) Given the product [F:21][C:18]1[CH:19]=[CH:20][C:15]([C:3]2[C:2]([CH:22]=[CH2:23])=[C:6]([NH2:7])[N:5]([C:8]3[CH:13]=[CH:12][CH:11]=[CH:10][C:9]=3[CH3:14])[N:4]=2)=[CH:16][CH:17]=1, predict the reactants needed to synthesize it. The reactants are: Br[C:2]1[C:3]([C:15]2[CH:20]=[CH:19][C:18]([F:21])=[CH:17][CH:16]=2)=[N:4][N:5]([C:8]2[CH:13]=[CH:12][CH:11]=[CH:10][C:9]=2[CH3:14])[C:6]=1[NH2:7].[CH2:22](C([Sn])=C(CCCC)CCCC)[CH2:23]CC. (2) The reactants are: [N:1]1[CH:6]=[CH:5][CH:4]=[CH:3][C:2]=1[CH3:7].C([Li])CCC.[C:13]([O:17][C:18](=[O:35])[NH:19][C@@H:20]([C:29](=[O:34])N(OC)C)[CH2:21][C:22]1[CH:27]=[CH:26][CH:25]=[CH:24][C:23]=1[F:28])([CH3:16])([CH3:15])[CH3:14].OS([O-])(=O)=O.[Na+]. Given the product [C:13]([O:17][C:18](=[O:35])[NH:19][C@H:20]([CH2:21][C:22]1[CH:27]=[CH:26][CH:25]=[CH:24][C:23]=1[F:28])[C:29](=[O:34])[CH2:7][C:2]1[CH:3]=[CH:4][CH:5]=[CH:6][N:1]=1)([CH3:16])([CH3:14])[CH3:15], predict the reactants needed to synthesize it.